This data is from NCI-60 drug combinations with 297,098 pairs across 59 cell lines. The task is: Regression. Given two drug SMILES strings and cell line genomic features, predict the synergy score measuring deviation from expected non-interaction effect. (1) Drug 2: CN(C)C1=NC(=NC(=N1)N(C)C)N(C)C. Cell line: HCC-2998. Synergy scores: CSS=-6.10, Synergy_ZIP=3.33, Synergy_Bliss=0.327, Synergy_Loewe=-4.44, Synergy_HSA=-4.47. Drug 1: CC1=CC2C(CCC3(C2CCC3(C(=O)C)OC(=O)C)C)C4(C1=CC(=O)CC4)C. (2) Drug 1: CC(CN1CC(=O)NC(=O)C1)N2CC(=O)NC(=O)C2. Drug 2: C1=NC2=C(N=C(N=C2N1C3C(C(C(O3)CO)O)O)F)N. Cell line: HOP-62. Synergy scores: CSS=24.8, Synergy_ZIP=-7.71, Synergy_Bliss=-1.42, Synergy_Loewe=-4.01, Synergy_HSA=0.0668.